This data is from Forward reaction prediction with 1.9M reactions from USPTO patents (1976-2016). The task is: Predict the product of the given reaction. (1) Given the reactants [CH2:1]([N:8]1[C:13](=[O:14])[C:12]2[C:15]([CH3:18])=[N:16][S:17][C:11]=2[N:10]=[C:9]1[CH:19](Br)[CH2:20][CH3:21])[C:2]1[CH:7]=[CH:6][CH:5]=[CH:4][CH:3]=1.[C:23]([NH:30][CH2:31][CH2:32][CH2:33][NH2:34])([O:25][C:26]([CH3:29])([CH3:28])[CH3:27])=[O:24], predict the reaction product. The product is: [C:26]([O:25][C:23](=[O:24])[NH:30][CH2:31][CH2:32][CH2:33][NH:34][CH:19]([C:9]1[N:8]([CH2:1][C:2]2[CH:7]=[CH:6][CH:5]=[CH:4][CH:3]=2)[C:13](=[O:14])[C:12]2[C:15]([CH3:18])=[N:16][S:17][C:11]=2[N:10]=1)[CH2:20][CH3:21])([CH3:29])([CH3:27])[CH3:28]. (2) The product is: [CH3:1][O:2][C:3]1[CH:4]=[C:5]2[C:21](=[CH:22][CH:23]=1)[C:8]1([CH2:9][CH2:10][N:11]([C:14]([O:16][C:17]([CH3:20])([CH3:18])[CH3:19])=[O:15])[CH2:12][CH2:13]1)[CH2:7][CH2:6]2. Given the reactants [CH3:1][O:2][C:3]1[CH:4]=[C:5]2[C:21](=[CH:22][CH:23]=1)[C:8]1([CH2:13][CH2:12][N:11]([C:14]([O:16][C:17]([CH3:20])([CH3:19])[CH3:18])=[O:15])[CH2:10][CH2:9]1)[CH:7]=[CH:6]2, predict the reaction product.